Dataset: Catalyst prediction with 721,799 reactions and 888 catalyst types from USPTO. Task: Predict which catalyst facilitates the given reaction. (1) Reactant: O=[CH:2][CH2:3][CH:4]1[CH2:9][CH2:8][N:7]([C:10]([O:12][C:13]([CH3:16])([CH3:15])[CH3:14])=[O:11])[CH2:6][CH2:5]1.[C:17]1([C@@H:23]2[CH2:25][C@H:24]2[NH2:26])[CH:22]=[CH:21][CH:20]=[CH:19][CH:18]=1.C(O)(=O)C.C([BH3-])#N.[Na+]. Product: [C:17]1([C@@H:23]2[CH2:25][C@H:24]2[NH:26][CH2:2][CH2:3][CH:4]2[CH2:9][CH2:8][N:7]([C:10]([O:12][C:13]([CH3:16])([CH3:15])[CH3:14])=[O:11])[CH2:6][CH2:5]2)[CH:22]=[CH:21][CH:20]=[CH:19][CH:18]=1. The catalyst class is: 5. (2) Reactant: [OH:1][C:2]1[CH:3]=[C:4]([CH:7]=[CH:8][C:9]=1O)[CH:5]=[O:6].[C:11](=[O:14])([O-])[O-].[K+].[K+].[CH2:17](Br)[C:18]1[CH:23]=[CH:22][CH:21]=[CH:20][CH:19]=1. Product: [CH2:17]([O:1][C:2]1[CH:3]=[C:4]([CH:7]=[CH:8][C:9]=1[O:14][CH2:11][C:2]1[CH:3]=[CH:4][CH:7]=[CH:8][CH:9]=1)[CH:5]=[O:6])[C:18]1[CH:23]=[CH:22][CH:21]=[CH:20][CH:19]=1. The catalyst class is: 21. (3) Reactant: [C:1]([O:5][C:6](=[O:18])[NH:7][C@H:8]([CH2:11][C:12]1[CH:13]=[N:14][CH:15]=[CH:16][CH:17]=1)[CH2:9]O)([CH3:4])([CH3:3])[CH3:2].C(Br)(Br)(Br)[Br:20].C1(P(C2C=CC=CC=2)C2C=CC=CC=2)C=CC=CC=1. Product: [C:1]([O:5][C:6](=[O:18])[NH:7][C@H:8]([CH2:11][C:12]1[CH:13]=[N:14][CH:15]=[CH:16][CH:17]=1)[CH2:9][Br:20])([CH3:4])([CH3:3])[CH3:2]. The catalyst class is: 4. (4) Reactant: Cl.[CH3:2][NH:3][O:4][CH3:5].[Cl:6][C:7]1[CH:25]=[C:24]([C:26]([F:29])([F:28])[F:27])[CH:23]=[CH:22][C:8]=1[CH2:9][N:10]1[C:14]([C:15](O)=[O:16])=[CH:13][C:12]([O:18][CH2:19][O:20][CH3:21])=[N:11]1.Cl.C(N=C=NCCCN(C)C)C.O.ON1C2C=CC=CC=2N=N1. Product: [Cl:6][C:7]1[CH:25]=[C:24]([C:26]([F:29])([F:28])[F:27])[CH:23]=[CH:22][C:8]=1[CH2:9][N:10]1[C:14]([C:15]([N:3]([O:4][CH3:5])[CH3:2])=[O:16])=[CH:13][C:12]([O:18][CH2:19][O:20][CH3:21])=[N:11]1. The catalyst class is: 289. (5) Reactant: C1COCC1.[CH:6]1([C:9]2[CH:14]=[C:13]([C:15](OCC)=[O:16])[CH:12]=[C:11]([O:20][CH:21]([CH3:23])[CH3:22])[C:10]=2[C:24]2[CH:29]=[CH:28][C:27]([F:30])=[CH:26][CH:25]=2)[CH2:8][CH2:7]1.[H-].[Al+3].[Li+].[H-].[H-].[H-].[OH-].[Na+]. Product: [CH:6]1([C:9]2[CH:14]=[C:13]([CH:15]=[O:16])[CH:12]=[C:11]([O:20][CH:21]([CH3:23])[CH3:22])[C:10]=2[C:24]2[CH:25]=[CH:26][C:27]([F:30])=[CH:28][CH:29]=2)[CH2:8][CH2:7]1. The catalyst class is: 6. (6) Reactant: [CH3:1][O:2][C:3]1[CH:4]=[C:5]2[C:10](=[CH:11][CH:12]=1)[CH2:9][NH:8][CH2:7][CH2:6]2.C(=O)([O-])[O-].[Cs+].[Cs+].CS(O[CH2:24][CH2:25][C:26]1[CH:49]=[CH:48][C:29]([CH2:30][O:31][C:32]2[CH:37]=[CH:36][C:35]([C@@H:38]([C:45]#[C:46][CH3:47])[CH2:39][C:40]([O:42][CH2:43][CH3:44])=[O:41])=[CH:34][CH:33]=2)=[CH:28][CH:27]=1)(=O)=O. Product: [CH3:1][O:2][C:3]1[CH:4]=[C:5]2[C:10](=[CH:11][CH:12]=1)[CH2:9][N:8]([CH2:24][CH2:25][C:26]1[CH:27]=[CH:28][C:29]([CH2:30][O:31][C:32]3[CH:37]=[CH:36][C:35]([C@@H:38]([C:45]#[C:46][CH3:47])[CH2:39][C:40]([O:42][CH2:43][CH3:44])=[O:41])=[CH:34][CH:33]=3)=[CH:48][CH:49]=1)[CH2:7][CH2:6]2. The catalyst class is: 3. (7) Reactant: [BH4-].[Na+].[CH2:3]([N:10]1[CH2:15][C:14]([CH3:17])([CH3:16])[O:13][C:12]([CH2:19]I)([CH3:18])[CH2:11]1)[C:4]1[CH:9]=[CH:8][CH:7]=[CH:6][CH:5]=1. Product: [CH2:3]([N:10]1[CH2:15][C:14]([CH3:17])([CH3:16])[O:13][C:12]([CH3:19])([CH3:18])[CH2:11]1)[C:4]1[CH:9]=[CH:8][CH:7]=[CH:6][CH:5]=1. The catalyst class is: 16.